From a dataset of Reaction yield outcomes from USPTO patents with 853,638 reactions. Predict the reaction yield, written as a fraction of the theoretical maximum amount of product (1.0 means a 100% yield; for example, 0.34 means a 34% yield). The reactants are [Cl:1][C:2]1[CH:7]=[CH:6][C:5]([N:8]2[CH2:13][CH2:12][N:11]([CH2:14][C:15]3[CH:28]=[C:27]4[C:18]([N:19]5[CH:24]([C:25](=[O:29])[NH:26]4)[CH2:23][NH:22][CH2:21][CH2:20]5)=[N:17][CH:16]=3)[CH2:10][CH2:9]2)=[CH:4][CH:3]=1.[C:30](=O)([O-])[O-].[K+].[K+].CI. The catalyst is CN(C=O)C. The product is [Cl:1][C:2]1[CH:7]=[CH:6][C:5]([N:8]2[CH2:9][CH2:10][N:11]([CH2:14][C:15]3[CH:28]=[C:27]4[C:18]([N:19]5[CH:24]([C:25](=[O:29])[NH:26]4)[CH2:23][N:22]([CH3:30])[CH2:21][CH2:20]5)=[N:17][CH:16]=3)[CH2:12][CH2:13]2)=[CH:4][CH:3]=1. The yield is 0.0320.